This data is from Reaction yield outcomes from USPTO patents with 853,638 reactions. The task is: Predict the reaction yield, written as a fraction of the theoretical maximum amount of product (1.0 means a 100% yield; for example, 0.34 means a 34% yield). (1) The yield is 0.900. The reactants are [Cl:1][C:2]1[N:7]=[C:6]([NH:8][C@@H:9]2[CH2:14][CH2:13][CH2:12][N:11](C(OC(C)(C)C)=O)[CH2:10]2)[C:5]([F:22])=[CH:4][N:3]=1.C(O)(C(F)(F)F)=O. The product is [Cl:1][C:2]1[N:7]=[C:6]([NH:8][C@@H:9]2[CH2:14][CH2:13][CH2:12][NH:11][CH2:10]2)[C:5]([F:22])=[CH:4][N:3]=1. The catalyst is C(Cl)Cl. (2) The reactants are Br[C:2]1[CH:14]=[C:13]([F:15])[C:12]([F:16])=[CH:11][C:3]=1[O:4][C:5]1[CH:10]=[CH:9][CH:8]=[CH:7][N:6]=1.[CH3:17][N:18](C)C=O. The catalyst is [C-]#N.[C-]#N.[Zn+2]. The product is [F:16][C:12]1[C:13]([F:15])=[CH:14][C:2]([C:17]#[N:18])=[C:3]([O:4][C:5]2[CH:10]=[CH:9][CH:8]=[CH:7][N:6]=2)[CH:11]=1. The yield is 0.440.